From a dataset of Merck oncology drug combination screen with 23,052 pairs across 39 cell lines. Regression. Given two drug SMILES strings and cell line genomic features, predict the synergy score measuring deviation from expected non-interaction effect. (1) Drug 1: O=S1(=O)NC2(CN1CC(F)(F)F)C1CCC2Cc2cc(C=CCN3CCC(C(F)(F)F)CC3)ccc2C1. Drug 2: O=c1[nH]cc(F)c(=O)[nH]1. Cell line: ZR751. Synergy scores: synergy=-7.17. (2) Drug 1: COc1cccc2c1C(=O)c1c(O)c3c(c(O)c1C2=O)CC(O)(C(=O)CO)CC3OC1CC(N)C(O)C(C)O1. Drug 2: Cn1nnc2c(C(N)=O)ncn2c1=O. Cell line: LOVO. Synergy scores: synergy=-0.186. (3) Drug 1: O=C(O)C1(Cc2cccc(Nc3nccs3)n2)CCC(Oc2cccc(Cl)c2F)CC1. Drug 2: NC1(c2ccc(-c3nc4ccn5c(=O)[nH]nc5c4cc3-c3ccccc3)cc2)CCC1. Cell line: OVCAR3. Synergy scores: synergy=1.67. (4) Drug 1: COC12C(COC(N)=O)C3=C(C(=O)C(C)=C(N)C3=O)N1CC1NC12. Drug 2: CC(C)CC(NC(=O)C(Cc1ccccc1)NC(=O)c1cnccn1)B(O)O. Cell line: ZR751. Synergy scores: synergy=-34.1.